From a dataset of Catalyst prediction with 721,799 reactions and 888 catalyst types from USPTO. Predict which catalyst facilitates the given reaction. (1) Reactant: CN(C)/[CH:3]=[C:4](/[C:10](=[O:19])[C:11]1[CH:16]=[C:15]([I:17])[CH:14]=[CH:13][C:12]=1F)\[C:5]([O:7][CH2:8][CH3:9])=[O:6].[NH2:21][C@H:22]([CH3:25])[CH2:23][OH:24]. Product: [OH:24][CH2:23][C@H:22]([N:21]1[C:12]2[C:11](=[CH:16][C:15]([I:17])=[CH:14][CH:13]=2)[C:10](=[O:19])[C:4]([C:5]([O:7][CH2:8][CH3:9])=[O:6])=[CH:3]1)[CH3:25]. The catalyst class is: 1. (2) Reactant: C(OC([N:8]1[CH2:12][CH2:11][C@H:10]([O:13][CH2:14][C:15]2[CH:20]=[CH:19][CH:18]=[CH:17][C:16]=2[C:21]2[CH:26]=[CH:25][C:24]([F:27])=[CH:23][C:22]=2[F:28])[CH2:9]1)=O)(C)(C)C.[ClH:29]. Product: [ClH:29].[F:28][C:22]1[CH:23]=[C:24]([F:27])[CH:25]=[CH:26][C:21]=1[C:16]1[CH:17]=[CH:18][CH:19]=[CH:20][C:15]=1[CH2:14][O:13][C@H:10]1[CH2:11][CH2:12][NH:8][CH2:9]1. The catalyst class is: 25. (3) Reactant: [F:1][C:2]1[CH:10]=[C:9]([N+:11]([O-])=O)[CH:8]=[CH:7][C:3]=1[C:4]([NH2:6])=[O:5]. Product: [NH2:11][C:9]1[CH:8]=[CH:7][C:3]([C:4]([NH2:6])=[O:5])=[C:2]([F:1])[CH:10]=1. The catalyst class is: 50. (4) Reactant: [C:1]([C:3]1[C:4](OCC(N)=O)=[N:5][C:6]([C:9]2[O:10][CH:11]=[CH:12][CH:13]=2)=[CH:7][CH:8]=1)#[N:2].C(=O)([O-])[O-].[K+].[K+].C[N:26](C)C=O. Product: [NH2:26][C:4]1[N:5]=[C:6]([C:9]2[O:10][CH:11]=[CH:12][CH:13]=2)[CH:7]=[CH:8][C:3]=1[C:1]#[N:2]. The catalyst class is: 69. (5) Reactant: [F:1][C:2]1([F:35])[CH2:7][CH2:6][CH:5]([CH2:8][N:9]2[C:17]3[C:12](=[N:13][CH:14]=[C:15]([C:18]4[C:19]([CH3:24])=[N:20][O:21][C:22]=4[CH3:23])[CH:16]=3)[C:11]([C:25]3[CH:34]=[CH:33][C:28]([C:29]([O:31]C)=[O:30])=[CH:27][CH:26]=3)=[CH:10]2)[CH2:4][CH2:3]1.[OH-].[Na+]. Product: [F:35][C:2]1([F:1])[CH2:3][CH2:4][CH:5]([CH2:8][N:9]2[C:17]3[C:12](=[N:13][CH:14]=[C:15]([C:18]4[C:19]([CH3:24])=[N:20][O:21][C:22]=4[CH3:23])[CH:16]=3)[C:11]([C:25]3[CH:34]=[CH:33][C:28]([C:29]([OH:31])=[O:30])=[CH:27][CH:26]=3)=[CH:10]2)[CH2:6][CH2:7]1. The catalyst class is: 1. (6) Reactant: [CH3:1][C:2]([C:4]1[CH:9]=[CH:8][C:7]([O:10][CH3:11])=[CH:6][CH:5]=1)=[O:3].[CH3:12][O:13][C:14]1[CH:19]=[CH:18][C:17]([NH:20][C:21]2[N:28]=[CH:27][CH:26]=[CH:25][C:22]=2[CH:23]=O)=[CH:16][CH:15]=1.Cl. Product: [CH3:11][O:10][C:7]1[CH:8]=[CH:9][C:4]([C:2](=[O:3])/[CH:1]=[CH:23]/[C:22]2[C:21]([NH:20][C:17]3[CH:16]=[CH:15][C:14]([O:13][CH3:12])=[CH:19][CH:18]=3)=[N:28][CH:27]=[CH:26][CH:25]=2)=[CH:5][CH:6]=1. The catalyst class is: 5.